Predict the product of the given reaction. From a dataset of Forward reaction prediction with 1.9M reactions from USPTO patents (1976-2016). (1) Given the reactants [NH:1]1[C:9]2[C:4](=[N:5][CH:6]=[CH:7][CH:8]=2)[C:3]([C:10]([OH:12])=O)=[CH:2]1.Cl.[NH2:14][CH:15]1[CH2:20][CH2:19][O:18][CH2:17][CH:16]1[OH:21].F[P-](F)(F)(F)(F)F.N1(O[P+](N(C)C)(N(C)C)N(C)C)C2C=CC=CC=2N=N1.C(N(CC)CC)C, predict the reaction product. The product is: [OH:21][CH:16]1[CH:15]([NH:14][C:10]([C:3]2[C:4]3=[N:5][CH:6]=[CH:7][CH:8]=[C:9]3[NH:1][CH:2]=2)=[O:12])[CH2:20][CH2:19][O:18][CH2:17]1. (2) Given the reactants N1C2C(=CC=CC=2)C(C(O)=O)=C1.N1C2C=CC=C(C(O)=O)C=2C=C1.C[N:26]1[C:34]2[C:29](=[CH:30][CH:31]=[CH:32][CH:33]=2)[CH:28]=[C:27]1[C:35]([OH:37])=[O:36].C1(C(O)=O)C2C(=CC=CC=2)C=CC=1.N1C2C(=CC=CC=2)C(C(O)=O)=CC=1.C1(C(O)=O)C2CC3C(=CC=CC=3)C=2C=CC=1.C1C=C2C3C(C(O)=O)=CC=CC=3C(=O)C2=CC=1, predict the reaction product. The product is: [NH:26]1[C:34]2[C:29](=[CH:30][CH:31]=[CH:32][CH:33]=2)[CH:28]=[C:27]1[C:35]([OH:37])=[O:36]. (3) Given the reactants [Br:1][C:2]1[CH:3]=[C:4]([CH:23]=[C:24]([F:26])[CH:25]=1)[CH2:5][NH:6][C:7]([C@@H:9]1[CH2:13][C@:12]([F:15])([CH3:14])[CH2:11][N:10]1C(OC(C)(C)C)=O)=[O:8].Cl.O1CCOCC1.C(N(CC)CC)C.[F:41][C:42]1[CH:47]=[CH:46][C:45]([S:48](Cl)(=[O:50])=[O:49])=[CH:44][CH:43]=1, predict the reaction product. The product is: [Br:1][C:2]1[CH:3]=[C:4]([CH:23]=[C:24]([F:26])[CH:25]=1)[CH2:5][NH:6][C:7]([C@@H:9]1[CH2:13][C@:12]([F:15])([CH3:14])[CH2:11][N:10]1[S:48]([C:45]1[CH:46]=[CH:47][C:42]([F:41])=[CH:43][CH:44]=1)(=[O:50])=[O:49])=[O:8]. (4) Given the reactants [NH2:1][C:2]1[CH:7]=[CH:6][C:5]([SH:8])=[CH:4][CH:3]=1.[OH-].[Na+].CC1C=CC(S(O[CH2:22][CH2:23][N:24]2[CH:28]=[CH:27][N:26]=[C:25]2[CH2:29][CH2:30][CH3:31])(=O)=O)=CC=1, predict the reaction product. The product is: [CH2:29]([C:25]1[N:24]([CH2:23][CH2:22][S:8][C:5]2[CH:6]=[CH:7][C:2]([NH2:1])=[CH:3][CH:4]=2)[CH:28]=[CH:27][N:26]=1)[CH2:30][CH3:31]. (5) Given the reactants [NH:1]1[CH2:6][CH2:5][CH:4]([NH:7][C:8]2[O:9][C:10]3[C:16]([S:17]([N:20]4[CH2:24][CH2:23][CH2:22][CH2:21]4)(=[O:19])=[O:18])=[CH:15][CH:14]=[CH:13][C:11]=3[N:12]=2)[CH2:3][CH2:2]1.[CH2:25]([O:27][C:28]1[CH:29]=[C:30]([CH:33]=[C:34]([O:36][CH2:37][CH3:38])[CH:35]=1)[CH:31]=O)[CH3:26].OC1C=C(C=C(O)C=1)C=O.C(I)C.C([O-])([O-])=O.[K+].[K+].C([BH3-])#N.[Na+].C(N(C(C)C)C(C)C)C, predict the reaction product. The product is: [CH2:37]([O:36][C:34]1[CH:33]=[C:30]([CH:29]=[C:28]([O:27][CH2:25][CH3:26])[CH:35]=1)[CH2:31][N:1]1[CH2:2][CH2:3][CH:4]([NH:7][C:8]2[O:9][C:10]3[C:16]([S:17]([N:20]4[CH2:24][CH2:23][CH2:22][CH2:21]4)(=[O:19])=[O:18])=[CH:15][CH:14]=[CH:13][C:11]=3[N:12]=2)[CH2:5][CH2:6]1)[CH3:38].